This data is from PAMPA (Parallel Artificial Membrane Permeability Assay) permeability data from NCATS. The task is: Regression/Classification. Given a drug SMILES string, predict its absorption, distribution, metabolism, or excretion properties. Task type varies by dataset: regression for continuous measurements (e.g., permeability, clearance, half-life) or binary classification for categorical outcomes (e.g., BBB penetration, CYP inhibition). Dataset: pampa_ncats. (1) The compound is CCCC1=CC=C(C=C1)C(=O)NC(=O)C2=CC=CC=C2O. The result is 0 (low-to-moderate permeability). (2) The molecule is C1CN(CCC1C(=O)N)C2=NC(=CS2)C3=CC(=CC=C3)F. The result is 1 (high permeability). (3) The compound is CC1=C(C2=C(N1C3=CC=C(C=C3)OC)C=CC(=C2)O)C(=O)C. The result is 1 (high permeability). (4) The molecule is C1CCN(CC1)C(=O)C2=CC3=C(C=C2)N(C=N3)C4=CC(=CC=C4)Cl. The result is 1 (high permeability). (5) The compound is CN1C=NC2=C1C=C(C(=C2F)NC3=C(C=C(C=C3)Br)Cl)C(=O)NOCCO. The result is 1 (high permeability).